This data is from Retrosynthesis with 50K atom-mapped reactions and 10 reaction types from USPTO. The task is: Predict the reactants needed to synthesize the given product. (1) Given the product COc1ccc(F)c(-c2ccc(COc3cc(C(CC(=O)O)C4CC4)ccc3OC)nc2CC(C)(C)C)c1, predict the reactants needed to synthesize it. The reactants are: COC(=O)CC(c1ccc(OC)c(OCc2ccc(-c3cc(OC)ccc3F)c(CC(C)(C)C)n2)c1)C1CC1. (2) The reactants are: CCCNC(=O)c1cc2cc(NS(=O)(=O)c3ccc(C(C)C)cc3)ccc2[nH]1. Given the product CCCNCc1cc2cc(NS(=O)(=O)c3ccc(C(C)C)cc3)ccc2[nH]1, predict the reactants needed to synthesize it.